Dataset: Reaction yield outcomes from USPTO patents with 853,638 reactions. Task: Predict the reaction yield, written as a fraction of the theoretical maximum amount of product (1.0 means a 100% yield; for example, 0.34 means a 34% yield). (1) The reactants are S(Cl)([Cl:4])(=O)=O.[CH2:6]([NH:8][C:9]([N:11]1[C:15]([CH3:16])=[CH:14][C:13]([O:17][C:18]2[C:23]([Cl:24])=[CH:22][C:21]([C:25]([F:28])([F:27])[F:26])=[CH:20][N:19]=2)=[N:12]1)=[O:10])[CH3:7]. The catalyst is C(O)(=O)C. The product is [CH2:6]([NH:8][C:9]([N:11]1[C:15]([CH3:16])=[C:14]([Cl:4])[C:13]([O:17][C:18]2[C:23]([Cl:24])=[CH:22][C:21]([C:25]([F:26])([F:27])[F:28])=[CH:20][N:19]=2)=[N:12]1)=[O:10])[CH3:7]. The yield is 0.921. (2) The reactants are [Cl:1][C:2]1[CH:13]=[CH:12][CH:11]=[CH:10][C:3]=1[C@@H:4]([OH:9])[C:5]([O:7][CH3:8])=[O:6].C(N(CC)CC)C.[N+:21]([C:24]1[CH:29]=[CH:28][C:27]([S:30](Cl)(=[O:32])=[O:31])=[CH:26][CH:25]=1)([O-:23])=[O:22].O. The catalyst is ClCCl.CN(C1C=CN=CC=1)C. The product is [Cl:1][C:2]1[CH:13]=[CH:12][CH:11]=[CH:10][C:3]=1[C@@H:4]([O:9][S:30]([C:27]1[CH:26]=[CH:25][C:24]([N+:21]([O-:23])=[O:22])=[CH:29][CH:28]=1)(=[O:31])=[O:32])[C:5]([O:7][CH3:8])=[O:6]. The yield is 0.820. (3) The reactants are [CH3:1][C:2]1[CH:7]=[CH:6][CH:5]=[C:4]([C:8]2[N:9]([C:18]3[CH:23]=[CH:22][C:21]([S:24]([CH3:27])(=[O:26])=[O:25])=[CH:20][CH:19]=3)[CH2:10][C:11](O)([C:13]([F:16])([F:15])[F:14])[N:12]=2)[N:3]=1.O.C1(C)C=CC(S(O)(=O)=O)=CC=1. The catalyst is C1(C)C=CC=CC=1. The product is [CH3:1][C:2]1[CH:7]=[CH:6][CH:5]=[C:4]([C:8]2[N:9]([C:18]3[CH:23]=[CH:22][C:21]([S:24]([CH3:27])(=[O:26])=[O:25])=[CH:20][CH:19]=3)[CH:10]=[C:11]([C:13]([F:15])([F:16])[F:14])[N:12]=2)[N:3]=1. The yield is 0.380. (4) The reactants are Cl[C:2]1[CH:7]=[CH:6][N:5]=[C:4]2[CH:8]=[C:9]([C:11]([N:13]3[CH2:17][CH2:16][C@@H:15]([OH:18])[CH2:14]3)=[O:12])[S:10][C:3]=12.[CH:19]1([NH:22][C:23]([C:25]2[C:26]3[CH:34]=[CH:33][C:32]([OH:35])=[CH:31][C:27]=3[S:28][C:29]=2[CH3:30])=[O:24])[CH2:21][CH2:20]1.C([O-])([O-])=O.[Cs+].[Cs+]. No catalyst specified. The product is [CH:19]1([NH:22][C:23]([C:25]2[C:26]3[CH:34]=[CH:33][C:32]([O:35][C:2]4[CH:7]=[CH:6][N:5]=[C:4]5[CH:8]=[C:9]([C:11]([N:13]6[CH2:17][CH2:16][C@@H:15]([OH:18])[CH2:14]6)=[O:12])[S:10][C:3]=45)=[CH:31][C:27]=3[S:28][C:29]=2[CH3:30])=[O:24])[CH2:21][CH2:20]1. The yield is 0.660. (5) The reactants are [Cl:1][C:2]1[CH2:3][CH:4]2[CH:25]([NH2:26])[CH:7]([CH2:8][C:9]=1/[CH:10]=[CH:11]/[C:12]1[CH:16]=[C:15]([C:17]3[CH:22]=[CH:21][C:20]([F:23])=[CH:19][CH:18]=3)[N:14]([CH3:24])[N:13]=1)[CH2:6][CH2:5]2.C(N([CH2:32][CH3:33])CC)C.C([NH:37][S:38](Cl)(=[O:40])=[O:39])CC.[CH2:42](Cl)Cl. The catalyst is O. The product is [Cl:1][C:2]1[CH2:3][CH:4]2[CH:25]([N:26]([CH2:42][CH2:32][CH3:33])[S:38]([NH2:37])(=[O:40])=[O:39])[CH:7]([CH2:8][C:9]=1/[CH:10]=[CH:11]/[C:12]1[CH:16]=[C:15]([C:17]3[CH:18]=[CH:19][C:20]([F:23])=[CH:21][CH:22]=3)[N:14]([CH3:24])[N:13]=1)[CH2:6][CH2:5]2. The yield is 0.740.